This data is from Full USPTO retrosynthesis dataset with 1.9M reactions from patents (1976-2016). The task is: Predict the reactants needed to synthesize the given product. (1) Given the product [Cl:1][C:2]1[C:10]([C:11]2[CH:15]3[CH2:16][CH2:17][O:18][CH:14]3[O:13][N:12]=2)=[C:9]([S:19]([CH2:22][CH3:23])(=[O:21])=[O:20])[CH:8]=[CH:7][C:3]=1[C:4]([O:6][C:24]1[CH2:29][CH2:28][CH2:27][C:26](=[O:30])[CH:25]=1)=[O:5], predict the reactants needed to synthesize it. The reactants are: [Cl:1][C:2]1[C:10]([C:11]2[CH:15]3[CH2:16][CH2:17][O:18][CH:14]3[O:13][N:12]=2)=[C:9]([S:19]([CH2:22][CH3:23])(=[O:21])=[O:20])[CH:8]=[CH:7][C:3]=1[C:4]([OH:6])=[O:5].[C:24]1(=O)[CH2:29][CH2:28][CH2:27][C:26](=[O:30])[CH2:25]1. (2) Given the product [Cl:21][CH2:20][CH2:19][CH2:18][CH2:17][N:5]1[CH:6]=[CH:7][CH:8]=[C:3]([O:2][CH3:1])[C:4]1=[O:9], predict the reactants needed to synthesize it. The reactants are: [CH3:1][O:2][C:3]1[C:4](=[O:9])[NH:5][CH:6]=[CH:7][CH:8]=1.C(=O)([O-])[O-].[K+].[K+].Br[CH2:17][CH2:18][CH2:19][CH2:20][Cl:21].